This data is from Forward reaction prediction with 1.9M reactions from USPTO patents (1976-2016). The task is: Predict the product of the given reaction. Given the reactants [F:1][C:2]1[CH:16]=[CH:15][C:5]([CH2:6][O:7][CH2:8][C:9]([NH:11][CH2:12][C:13]#[CH:14])=[O:10])=[CH:4][CH:3]=1.I[C:18]1[CH:24]=[CH:23][C:21]([NH2:22])=[CH:20][CH:19]=1.C(NCC)C.NC1N=CC(C#CCNC(=O)COCC2C=CC(F)=CC=2)=CC=1, predict the reaction product. The product is: [NH2:22][C:21]1[CH:23]=[CH:24][C:18]([C:14]#[C:13][CH2:12][NH:11][C:9](=[O:10])[CH2:8][O:7][CH2:6][C:5]2[CH:4]=[CH:3][C:2]([F:1])=[CH:16][CH:15]=2)=[CH:19][CH:20]=1.